Predict the product of the given reaction. From a dataset of Forward reaction prediction with 1.9M reactions from USPTO patents (1976-2016). (1) Given the reactants CC1C=CC(S([N:11]2[C:15]3=[N:16][CH:17]=[CH:18][C:19](B4OC(C)(C)C(C)(C)O4)=[C:14]3[CH:13]=[C:12]2[C:29]2[CH2:30][CH2:31][CH2:32][N:33]([C:35]([O:37][C:38]([CH3:41])([CH3:40])[CH3:39])=[O:36])[CH:34]=2)(=O)=O)=CC=1.[O-]P([O-])([O-])=O.[K+].[K+].[K+].Br[C:51]1[S:55][C:54]([S:56]([NH:59][CH:60]2[CH2:64][CH2:63][S:62](=[O:66])(=[O:65])[CH2:61]2)(=[O:58])=[O:57])=[CH:53][CH:52]=1.[OH-].[Na+], predict the reaction product. The product is: [O:66]=[S:62]1(=[O:65])[CH2:63][CH2:64][CH:60]([NH:59][S:56]([C:54]2[S:55][C:51]([C:19]3[CH:18]=[CH:17][N:16]=[C:15]4[NH:11][C:12]([C:29]5[CH2:30][CH2:31][CH2:32][N:33]([C:35]([O:37][C:38]([CH3:40])([CH3:39])[CH3:41])=[O:36])[CH:34]=5)=[CH:13][C:14]=34)=[CH:52][CH:53]=2)(=[O:58])=[O:57])[CH2:61]1. (2) Given the reactants BrC1C=CC2OC3C(=O)NC(C4CCN(C(OC(C)(C)C)=O)CC4)=NC=3C=2C=1.[Br:29][C:30]1[CH:31]=[CH:32][C:33]2[O:37][C:36]([C:38](=[O:40])[NH2:39])=[C:35]([NH:41][C:42]([C:44]3[CH:64]=[CH:63][C:47]([O:48][CH2:49][CH:50]4[O:55][CH2:54][CH2:53][N:52]([C:56]([O:58][C:59]([CH3:62])([CH3:61])[CH3:60])=[O:57])[CH2:51]4)=[CH:46][CH:45]=3)=O)[C:34]=2[CH:65]=1.BrC1C=CC2OC(C(=O)N)=C(NC(C3CCN(C(OC(C)(C)C)=O)CC3)=O)C=2C=1, predict the reaction product. The product is: [Br:29][C:30]1[CH:31]=[CH:32][C:33]2[O:37][C:36]3[C:38](=[O:40])[NH:39][C:42]([C:44]4[CH:64]=[CH:63][C:47]([O:48][CH2:49][CH:50]5[O:55][CH2:54][CH2:53][N:52]([C:56]([O:58][C:59]([CH3:62])([CH3:61])[CH3:60])=[O:57])[CH2:51]5)=[CH:46][CH:45]=4)=[N:41][C:35]=3[C:34]=2[CH:65]=1. (3) The product is: [S:31]([C:28]1[CH:29]=[CH:30][C:25]([CH3:35])=[CH:26][CH:27]=1)([OH:34])(=[O:33])=[O:32].[CH3:11][C@H:12]1[CH2:17][CH2:16][CH2:15][N:14]([CH2:18][CH2:19][CH2:20][O:10][C:7]2[CH:8]=[CH:9][C:4]([NH2:1])=[CH:5][CH:6]=2)[CH2:13]1. Given the reactants [N+:1]([C:4]1[CH:9]=[CH:8][C:7]([OH:10])=[CH:6][CH:5]=1)([O-])=O.[CH3:11][C@H:12]1[CH2:17][CH2:16][CH2:15][N:14]([CH2:18][CH2:19][CH2:20]O)[CH2:13]1.CO.O.[C:25]1([CH3:35])[CH:30]=[CH:29][C:28]([S:31]([OH:34])(=[O:33])=[O:32])=[CH:27][CH:26]=1, predict the reaction product. (4) Given the reactants [H-].[Na+].[Br:3][C:4]1[C:5]([NH:10][C:11](=[O:29])[CH2:12][C:13]2[CH2:14][CH2:15][N:16]([C:19]([O:21][CH2:22][C:23]3[CH:28]=[CH:27][CH:26]=[CH:25][CH:24]=3)=[O:20])[CH2:17][CH:18]=2)=[N:6][CH:7]=[CH:8][CH:9]=1.[CH3:30][Si:31]([CH3:38])([CH3:37])[CH2:32][CH2:33][O:34][CH2:35]Cl, predict the reaction product. The product is: [Br:3][C:4]1[C:5]([N:10]([CH2:35][O:34][CH2:33][CH2:32][Si:31]([CH3:38])([CH3:37])[CH3:30])[C:11](=[O:29])[CH2:12][C:13]2[CH2:14][CH2:15][N:16]([C:19]([O:21][CH2:22][C:23]3[CH:24]=[CH:25][CH:26]=[CH:27][CH:28]=3)=[O:20])[CH2:17][CH:18]=2)=[N:6][CH:7]=[CH:8][CH:9]=1.